This data is from Forward reaction prediction with 1.9M reactions from USPTO patents (1976-2016). The task is: Predict the product of the given reaction. (1) The product is: [C:20]([O:1][CH:2]([C:6]1[CH:11]=[CH:10][C:9]([CH3:12])=[CH:8][CH:7]=1)[C:3]([NH2:5])=[O:4])#[C:18][CH3:19]. Given the reactants [OH:1][CH:2]([C:6]1[CH:11]=[CH:10][C:9]([CH3:12])=[CH:8][CH:7]=1)[C:3]([NH2:5])=[O:4].C(N([CH2:18][CH3:19])CC)C.[CH3:20]S(Cl)(=O)=O.O, predict the reaction product. (2) Given the reactants [O:1]1[CH2:6][CH2:5][CH:4]([C:7]([C:9]2[S:13][C:12]([NH2:14])=[N:11][C:10]=2[C:15]2[CH:19]=[CH:18][O:17][CH:16]=2)=[O:8])[CH2:3][CH2:2]1.Cl.[CH3:21][C:22]1[CH:23]=[C:24]([CH:28]=[CH:29][N:30]=1)[C:25](O)=[O:26].CCN=C=NCCCN(C)C.Cl.O.ON1C2C=CC=CC=2N=N1.C(N(CC)CC)C.C(=O)([O-])O.[Na+], predict the reaction product. The product is: [O:17]1[CH:18]=[CH:19][C:15]([C:10]2[N:11]=[C:12]([NH:14][C:25]([C:24]3[CH:28]=[CH:29][N:30]=[C:22]([CH3:21])[CH:23]=3)=[O:26])[S:13][C:9]=2[C:7]([CH:4]2[CH2:5][CH2:6][O:1][CH2:2][CH2:3]2)=[O:8])=[CH:16]1. (3) Given the reactants [CH3:1][O:2][C:3](=[O:18])[CH2:4][C:5]1[C:14]([CH3:15])=[C:13]([OH:16])[C:12]2[C:7](=[CH:8][CH:9]=[C:10]([Cl:17])[CH:11]=2)[CH:6]=1.F[C:20]1[CH:25]=[CH:24][C:23]([S:26]([CH3:29])(=[O:28])=[O:27])=[CH:22][CH:21]=1.COC(=O)C(=CC1C=CC(F)=CC=1)CC(O)=O, predict the reaction product. The product is: [CH3:1][O:2][C:3](=[O:18])[CH2:4][C:5]1[C:14]([CH3:15])=[C:13]([O:16][C:20]2[CH:25]=[CH:24][C:23]([S:26]([CH3:29])(=[O:28])=[O:27])=[CH:22][CH:21]=2)[C:12]2[C:7](=[CH:8][CH:9]=[C:10]([Cl:17])[CH:11]=2)[CH:6]=1. (4) Given the reactants Cl[C:2]1[N:3]=[N:4][C:5]([C:8]2[CH:13]=[CH:12][C:11]([S:14]([CH3:17])(=[O:16])=[O:15])=[CH:10][CH:9]=2)=[CH:6][CH:7]=1.[N:18]1([CH:24]2[CH2:29][CH2:28][NH:27][CH2:26][CH2:25]2)[CH2:23][CH2:22][CH2:21][CH2:20][CH2:19]1, predict the reaction product. The product is: [CH3:17][S:14]([C:11]1[CH:12]=[CH:13][C:8]([C:5]2[N:4]=[N:3][C:2]([N:27]3[CH2:28][CH2:29][CH:24]([N:18]4[CH2:23][CH2:22][CH2:21][CH2:20][CH2:19]4)[CH2:25][CH2:26]3)=[CH:7][CH:6]=2)=[CH:9][CH:10]=1)(=[O:16])=[O:15].